From a dataset of Forward reaction prediction with 1.9M reactions from USPTO patents (1976-2016). Predict the product of the given reaction. (1) The product is: [CH:19]1[C:18]([OH:34])=[CH:17][C:16]2[C:12]([CH2:11][CH2:10][NH2:5])=[CH:13][NH:14][C:15]=2[CH:20]=1. Given the reactants [3H]C([N:5]1[C@@H:10]2[CH2:11][C:12]3[C:16]4[C:17](=[CH:18][CH:19]=[CH:20][C:15]=4[NH:14][CH:13]=3)C2=C[C@@H](C(N(CC)CC)=O)C1)([3H])[3H].[Mg+2].[Cl-].[Cl-].C(O)C(N)(CO)C[OH:34].Cl.C(N(CC(O)=O)CC(O)=O)CN(CC(O)=O)CC(O)=O, predict the reaction product. (2) Given the reactants [C:1]([C:3]1[CH:19]=[CH:18][C:6]([C:7]([NH:9][C:10]2[CH:15]=[CH:14][N:13]=[C:12]([O:16]C)[CH:11]=2)=[O:8])=[C:5]([F:20])[CH:4]=1)#[N:2].[Si](I)(C)(C)C, predict the reaction product. The product is: [C:1]([C:3]1[CH:19]=[CH:18][C:6]([C:7]([NH:9][C:10]2[CH:15]=[CH:14][NH:13][C:12](=[O:16])[CH:11]=2)=[O:8])=[C:5]([F:20])[CH:4]=1)#[N:2]. (3) Given the reactants [N:1]1([CH2:31][CH2:32][C:33]([OH:35])=[O:34])[CH2:6][CH2:5][CH:4]([CH2:7][CH2:8][CH2:9][CH:10]2[CH2:15][CH2:14][N:13]([CH2:16][CH2:17][C:18]([OH:20])=[O:19])[CH:12]([CH2:21][CH2:22][C:23]([OH:25])=[O:24])[CH2:11]2)[CH2:3][CH:2]1[CH2:26][CH2:27][C:28]([OH:30])=[O:29].C([C:43](C(OC(C)(C)C)=O)([CH2:46][NH2:47])[CH2:44][NH2:45])(OC(C)(C)C)=O.Cl, predict the reaction product. The product is: [N:1]1([CH2:31][CH2:32][C:33]([OH:35])=[O:34])[CH2:6][CH2:5][CH:4]([CH2:7][CH2:8][CH2:9][CH:10]2[CH2:15][CH2:14][N:13]([CH2:16][CH2:17][C:18]([OH:20])=[O:19])[CH:12]([CH2:21][CH2:22][C:23]([OH:25])=[O:24])[CH2:11]2)[CH2:3][CH:2]1[CH2:26][CH2:27][C:28]([OH:30])=[O:29].[NH2:45][CH2:44][CH2:43][CH2:46][NH2:47].